This data is from Reaction yield outcomes from USPTO patents with 853,638 reactions. The task is: Predict the reaction yield, written as a fraction of the theoretical maximum amount of product (1.0 means a 100% yield; for example, 0.34 means a 34% yield). (1) The reactants are Br[C:2]1[CH:7]=[CH:6][C:5]([C:8]2[N:13]=[CH:12][C:11]([O:14][CH2:15][CH:16]3[CH2:21][CH2:20][N:19]([C:22]([O:24][C:25]([CH3:28])([CH3:27])[CH3:26])=[O:23])[CH2:18][CH2:17]3)=[CH:10][N:9]=2)=[CH:4][CH:3]=1.[Na+].[CH3:30][S:31]([O-:33])=[O:32].N1CCC[C@H]1C(O)=O.[OH-].[Na+]. The catalyst is CS(C)=O. The product is [CH3:30][S:31]([C:2]1[CH:7]=[CH:6][C:5]([C:8]2[N:13]=[CH:12][C:11]([O:14][CH2:15][CH:16]3[CH2:21][CH2:20][N:19]([C:22]([O:24][C:25]([CH3:28])([CH3:27])[CH3:26])=[O:23])[CH2:18][CH2:17]3)=[CH:10][N:9]=2)=[CH:4][CH:3]=1)(=[O:33])=[O:32]. The yield is 0.310. (2) The reactants are ClC1C=C(Cl)C=C(Cl)C=1[O:10][C:11](=O)[CH2:12][C:13](OC1C(Cl)=CC(Cl)=CC=1Cl)=[O:14].[NH2:26]/[C:27](/[CH3:34])=[CH:28]\[C:29]([O:31][CH2:32][CH3:33])=[O:30]. The catalyst is BrC1C=CC=CC=1.CCOC(C)=O. The product is [CH2:32]([O:31][C:29](=[O:30])[C:28]1[C:11]([OH:10])=[CH:12][C:13]([OH:14])=[N:26][C:27]=1[CH3:34])[CH3:33]. The yield is 0.860. (3) The reactants are [Cl:1][C:2]1[CH:3]=[C:4]([N:9]2[C@@H:16]3[C@@H:11]([CH2:12][CH2:13][NH:14][CH2:15]3)[CH2:10]2)[CH:5]=[N:6][C:7]=1[Cl:8].O.[CH3:18][C:19]1[CH:24]=[CH:23][C:22]([S:25]([OH:28])(=[O:27])=[O:26])=[CH:21][CH:20]=1. No catalyst specified. The product is [CH3:18][C:19]1[CH:20]=[CH:21][C:22]([S:25]([OH:28])(=[O:27])=[O:26])=[CH:23][CH:24]=1.[Cl:1][C:2]1[CH:3]=[C:4]([N:9]2[C@@H:16]3[C@@H:11]([CH2:12][CH2:13][NH:14][CH2:15]3)[CH2:10]2)[CH:5]=[N:6][C:7]=1[Cl:8]. The yield is 0.670. (4) The reactants are [CH:1]1([C:4]([NH:6][C:7]2[N:8]=[C:9]3[CH:14]=[CH:13][C:12]([O:15][C:16]4[CH:17]=[CH:18][C:19]([F:32])=[C:20]([NH:22][C:23]([C:25]5[N:29]([CH3:30])[N:28]=[C:27]([CH3:31])[CH:26]=5)=[O:24])[CH:21]=4)=[N:11][N:10]3[CH:33]=2)=[O:5])CC1.CO.[ClH:36].[CH3:37][N:38]1[CH2:43][CH2:42][N:41](CC(O)=O)[CH2:40][CH2:39]1.Cl.CN(C)CCCN=C=NCC.ON1C2C=CC=CC=2N=N1.C(N(C(C)C)C(C)C)C.C(=O)([O-])O.[Na+]. The catalyst is CN(C)C=O. The product is [ClH:36].[ClH:36].[F:32][C:19]1[CH:18]=[CH:17][C:16]([O:15][C:12]2[CH:13]=[CH:14][C:9]3[N:10]([CH:33]=[C:7]([NH:6][C:4](=[O:5])[CH2:1][N:41]4[CH2:42][CH2:43][N:38]([CH3:37])[CH2:39][CH2:40]4)[N:8]=3)[N:11]=2)=[CH:21][C:20]=1[NH:22][C:23]([C:25]1[N:29]([CH3:30])[N:28]=[C:27]([CH3:31])[CH:26]=1)=[O:24]. The yield is 0.0600. (5) The reactants are [Cl:1][C:2]1[CH:10]=[CH:9][CH:8]=[C:7]2[C:3]=1[C:4]1([C:20]3=[CH:21][C:22]4[O:26][CH2:25][O:24][C:23]=4[CH:27]=[C:19]3[O:18][CH2:17]1)[C:5](=[O:16])[N:6]2[CH2:11][C:12](=[N:14][OH:15])[NH2:13].C(NC(C)C)(C)C.[CH:35]1([C:38](Cl)=[O:39])[CH2:37][CH2:36]1. The catalyst is ClCCl. The product is [Cl:1][C:2]1[CH:10]=[CH:9][CH:8]=[C:7]2[C:3]=1[C:4]1([C:20]3=[CH:21][C:22]4[O:26][CH2:25][O:24][C:23]=4[CH:27]=[C:19]3[O:18][CH2:17]1)[C:5](=[O:16])[N:6]2[CH2:11][C:12](=[N:14][O:15][C:38]([CH:35]1[CH2:37][CH2:36]1)=[O:39])[NH2:13]. The yield is 0.530. (6) The reactants are [CH3:1][CH:2]([CH2:6][C:7](=O)[C:8]1[CH:13]=[CH:12][CH:11]=[CH:10][CH:9]=1)[C:3](O)=[O:4].O.[NH2:16][NH2:17]. The catalyst is C(O)C. The product is [CH3:1][CH:2]1[CH2:6][C:7]([C:8]2[CH:13]=[CH:12][CH:11]=[CH:10][CH:9]=2)=[N:17][NH:16][C:3]1=[O:4]. The yield is 0.961. (7) The reactants are [NH:1]1[CH2:5][CH2:4][CH2:3][CH2:2]1.N(CC(O)=O)C.P([O-])([O-])([O-])=O.[K+].[K+].[K+].[OH:20][C:21]1[C@H:30]2[C@H:25]([C@H:26]3[CH2:31][C@@H:29]2[CH2:28][CH2:27]3)[N:24]([CH2:32][CH2:33][CH:34]([CH3:36])[CH3:35])[C:23](=[O:37])[C:22]=1[C:38]1[NH:43][C:42]2[CH:44]=[CH:45][C:46](I)=[CH:47][C:41]=2[S:40](=[O:50])(=[O:49])[N:39]=1. The catalyst is CN(C)C=O.[Cu]I. The product is [O:50]=[S:40]1(=[O:49])[C:41]2[CH:47]=[C:46]([N:1]3[CH2:5][CH2:4][CH2:3][CH2:2]3)[CH:45]=[CH:44][C:42]=2[NH:43][C:38]([C:22]2[C:23](=[O:37])[N:24]([CH2:32][CH2:33][CH:34]([CH3:35])[CH3:36])[C@@H:25]3[C@H:30]([C:21]=2[OH:20])[C@@H:29]2[CH2:31][C@H:26]3[CH2:27][CH2:28]2)=[N:39]1. The yield is 0.409. (8) The reactants are [C:1]1([C:42]2[CH:47]=[CH:46][CH:45]=[CH:44][CH:43]=2)[CH:6]=[CH:5][CH:4]=[CH:3][C:2]=1[NH:7][C:8]([O:10][CH:11]1[CH2:16][CH2:15][N:14]([CH2:17][CH2:18][N:19]([CH3:41])[C:20](=[O:40])[CH2:21][CH2:22][CH2:23][CH2:24][CH2:25][NH:26][C:27]2[CH:28]=[C:29]([CH:37]=[CH:38][CH:39]=2)[C:30]([O:32][C:33]([CH3:36])([CH3:35])[CH3:34])=[O:31])[CH2:13][CH2:12]1)=[O:9].C=O.[C:50](O[BH-](OC(=O)C)OC(=O)C)(=O)C.[Na+].C(=O)([O-])O.[Na+]. The catalyst is C(O)C.C(OCC)(=O)C.C1(C)C=CC=CC=1. The product is [C:1]1([C:42]2[CH:47]=[CH:46][CH:45]=[CH:44][CH:43]=2)[CH:6]=[CH:5][CH:4]=[CH:3][C:2]=1[NH:7][C:8]([O:10][CH:11]1[CH2:16][CH2:15][N:14]([CH2:17][CH2:18][N:19]([CH3:41])[C:20](=[O:40])[CH2:21][CH2:22][CH2:23][CH2:24][CH2:25][N:26]([CH3:50])[C:27]2[CH:28]=[C:29]([CH:37]=[CH:38][CH:39]=2)[C:30]([O:32][C:33]([CH3:34])([CH3:35])[CH3:36])=[O:31])[CH2:13][CH2:12]1)=[O:9]. The yield is 0.960. (9) The reactants are [CH3:1][O:2][CH:3]([O:15][CH3:16])[CH2:4][C:5]1[C:6]([C:13]#[N:14])=[N:7][CH:8]=[C:9]([O:11][CH3:12])[CH:10]=1.O.C(=O)([O-])[O-:19].[Na+].[Na+].OO. The catalyst is CC(C)=O. The product is [CH3:16][O:15][CH:3]([O:2][CH3:1])[CH2:4][C:5]1[C:6]([C:13]([NH2:14])=[O:19])=[N:7][CH:8]=[C:9]([O:11][CH3:12])[CH:10]=1. The yield is 0.890. (10) The reactants are [Cl:1][C:2]1[CH:7]=[CH:6][CH:5]=[C:4]([F:8])[C:3]=1[O:9][CH3:10].[Li]CCCC.CN(C)[CH:18]=[O:19].Cl. The catalyst is O1CCCC1.CCCCCC. The product is [Cl:1][C:2]1[CH:7]=[CH:6][C:5]([CH:18]=[O:19])=[C:4]([F:8])[C:3]=1[O:9][CH3:10]. The yield is 0.750.